From a dataset of Catalyst prediction with 721,799 reactions and 888 catalyst types from USPTO. Predict which catalyst facilitates the given reaction. (1) Reactant: [OH:1][C:2]1[CH:7]=[C:6]([CH3:8])[N:5]([CH3:9])[C:4](=[O:10])[C:3]=1[C:11](=[O:28])[CH:12]=[CH:13][C:14]1[CH:19]=[CH:18][CH:17]=[C:16]([NH:20]C(OC(C)(C)C)=O)[CH:15]=1.I[Si](C)(C)C. Product: [OH:1][C:2]1[CH:7]=[C:6]([CH3:8])[N:5]([CH3:9])[C:4](=[O:10])[C:3]=1[C:11](=[O:28])[CH:12]=[CH:13][C:14]1[CH:19]=[CH:18][CH:17]=[C:16]([NH2:20])[CH:15]=1. The catalyst class is: 22. (2) Reactant: [C:1]([O:5][C:6]([N:8]([CH2:20][C:21]1[CH:29]=[CH:28][C:24]([C:25]([OH:27])=[O:26])=[CH:23][CH:22]=1)[CH2:9][C:10]1[CH:15]=[CH:14][C:13]([C:16]([F:19])([F:18])[F:17])=[CH:12][CH:11]=1)=[O:7])([CH3:4])([CH3:3])[CH3:2].O[NH:31][C:32](=[NH:44])[CH2:33][CH2:34][CH2:35][CH2:36][CH2:37][CH2:38][CH2:39][CH2:40][CH2:41][CH2:42][CH3:43].C(Cl)CCl. Product: [C:32]([NH:44][O:26][C:25]([C:24]1[CH:23]=[CH:22][C:21]([CH2:20][N:8]([CH2:9][C:10]2[CH:15]=[CH:14][C:13]([C:16]([F:19])([F:18])[F:17])=[CH:12][CH:11]=2)[C:6](=[O:7])[O:5][C:1]([CH3:4])([CH3:2])[CH3:3])=[CH:29][CH:28]=1)=[O:27])(=[NH:31])[CH2:33][CH2:34][CH2:35][CH2:36][CH2:37][CH2:38][CH2:39][CH2:40][CH2:41][CH2:42][CH3:43]. The catalyst class is: 79.